This data is from Reaction yield outcomes from USPTO patents with 853,638 reactions. The task is: Predict the reaction yield, written as a fraction of the theoretical maximum amount of product (1.0 means a 100% yield; for example, 0.34 means a 34% yield). (1) The reactants are [Br:1][C:2]1[CH:7]=[CH:6][C:5]([OH:8])=[CH:4][CH:3]=1.[O:9]1[CH2:14][CH2:13][CH2:12][CH2:11][CH:10]1[O:15][C@@H:16]1[CH2:21][CH2:20][C@H:19]([CH2:22]O)[CH2:18][CH2:17]1.C1(P(C2C=CC=CC=2)C2C=CC=CC=2)C=CC=CC=1.C(N(CC)CC)C.CC(OC(/N=N/C(OC(C)C)=O)=O)C. The catalyst is C1COCC1. The product is [Br:1][C:2]1[CH:7]=[CH:6][C:5]([O:8][CH2:22][C@@H:19]2[CH2:18][CH2:17][C@H:16]([O:15][CH:10]3[CH2:11][CH2:12][CH2:13][CH2:14][O:9]3)[CH2:21][CH2:20]2)=[CH:4][CH:3]=1. The yield is 0.480. (2) The reactants are [Br:1][C:2]1[CH:3]=[C:4]([OH:9])[CH:5]=[C:6]([F:8])[CH:7]=1.Cl[CH:11]([F:13])[F:12]. The catalyst is CC(O)C.[OH-].[K+]. The product is [Br:1][C:2]1[CH:3]=[C:4]([O:9][CH:11]([F:13])[F:12])[CH:5]=[C:6]([F:8])[CH:7]=1. The yield is 0.790. (3) The reactants are [C:1]1([S:7]([N:10]2[C:18]3[C:13](=[CH:14][CH:15]=[CH:16][CH:17]=3)[C:12](I)=[CH:11]2)(=[O:9])=[O:8])[CH:6]=[CH:5][CH:4]=[CH:3][CH:2]=1.[O:20]1[CH:24]=[CH:23][CH:22]=[C:21]1B(O)O.C([O-])([O-])=O.[K+].[K+].C(N1C2C(=CC=CC=2)C=C1C1C=COC=1)C1C=CC=CC=1. The catalyst is C1(C)C=CC=CC=1.C1C=CC([P]([Pd]([P](C2C=CC=CC=2)(C2C=CC=CC=2)C2C=CC=CC=2)([P](C2C=CC=CC=2)(C2C=CC=CC=2)C2C=CC=CC=2)[P](C2C=CC=CC=2)(C2C=CC=CC=2)C2C=CC=CC=2)(C2C=CC=CC=2)C2C=CC=CC=2)=CC=1. The product is [C:1]1([S:7]([N:10]2[C:18]3[C:13](=[CH:14][CH:15]=[CH:16][CH:17]=3)[CH:12]=[C:11]2[C:22]2[CH:23]=[CH:24][O:20][CH:21]=2)(=[O:9])=[O:8])[CH:6]=[CH:5][CH:4]=[CH:3][CH:2]=1. The yield is 0.690.